From a dataset of Catalyst prediction with 721,799 reactions and 888 catalyst types from USPTO. Predict which catalyst facilitates the given reaction. (1) Reactant: [F:1][C:2]1[CH:30]=[CH:29][C:5]([CH2:6][NH:7][C:8]([C:10]2[N:11]=[C:12]3[C:18]4([NH:21][CH2:22][CH2:23][OH:24])[CH2:19][CH2:20][CH:15]([CH2:16][CH2:17]4)[CH2:14][N:13]3[C:25](=[O:28])[C:26]=2[OH:27])=[O:9])=[CH:4][CH:3]=1.C([N:34]([CH:37](C)C)[CH2:35]C)(C)C.Cl[C:41](=O)[C:42](OC)=[O:43].CNC.C([OH:52])C. Product: [F:1][C:2]1[CH:3]=[CH:4][C:5]([CH2:6][NH:7][C:8]([C:10]2[N:11]=[C:12]3[C:18]4([N:21]([CH2:41][CH2:42][OH:43])[C:22](=[O:52])[C:23]([N:34]([CH3:35])[CH3:37])=[O:24])[CH2:17][CH2:16][CH:15]([CH2:20][CH2:19]4)[CH2:14][N:13]3[C:25](=[O:28])[C:26]=2[OH:27])=[O:9])=[CH:29][CH:30]=1. The catalyst class is: 2. (2) Reactant: C(OC([N:8]1[CH2:11][CH:10]([NH:12][C:13]([C:16](=[O:18])[NH2:17])([CH3:15])[CH3:14])[CH2:9]1)=O)(C)(C)C.C(O)(C(F)(F)F)=O. Product: [NH:8]1[CH2:11][CH:10]([NH:12][C:13]([CH3:15])([CH3:14])[C:16]([NH2:17])=[O:18])[CH2:9]1. The catalyst class is: 2. (3) Reactant: C1(C(C2C=CC=CC=2)=[N:8][NH:9][C:10]2[CH:15]=[CH:14][C:13]([O:16][C:17]([F:23])([F:22])[C:18]([F:21])([F:20])[F:19])=[CH:12][CH:11]=2)C=CC=CC=1.[ClH:30]. Product: [ClH:30].[F:22][C:17]([F:23])([O:16][C:13]1[CH:12]=[CH:11][C:10]([NH:9][NH2:8])=[CH:15][CH:14]=1)[C:18]([F:19])([F:21])[F:20]. The catalyst class is: 14. (4) Reactant: CN(C(ON1N=NC2C=CC=CC1=2)=[N+](C)C)C.[B-](F)(F)(F)F.CN1CCOCC1.[F:30][C:31]1[CH:51]=[CH:50][CH:49]=[C:48]([F:52])[C:32]=1[CH2:33][O:34][C:35]1[C:36]2[N:37]([C:41]([C:45](O)=[O:46])=[C:42]([CH3:44])[N:43]=2)[CH:38]=[CH:39][CH:40]=1.Cl.[NH2:54][CH2:55][CH:56]1[CH2:65][CH2:64][C:63]2[C:58](=[CH:59][CH:60]=[CH:61][CH:62]=2)[N:57]1[C:66]([O:68][C:69]([CH3:72])([CH3:71])[CH3:70])=[O:67]. Product: [F:30][C:31]1[CH:51]=[CH:50][CH:49]=[C:48]([F:52])[C:32]=1[CH2:33][O:34][C:35]1[C:36]2[N:37]([C:41]([C:45]([NH:54][CH2:55][CH:56]3[CH2:65][CH2:64][C:63]4[C:58](=[CH:59][CH:60]=[CH:61][CH:62]=4)[N:57]3[C:66]([O:68][C:69]([CH3:72])([CH3:71])[CH3:70])=[O:67])=[O:46])=[C:42]([CH3:44])[N:43]=2)[CH:38]=[CH:39][CH:40]=1. The catalyst class is: 18.